This data is from Reaction yield outcomes from USPTO patents with 853,638 reactions. The task is: Predict the reaction yield, written as a fraction of the theoretical maximum amount of product (1.0 means a 100% yield; for example, 0.34 means a 34% yield). (1) The reactants are [CH:1]1([CH2:6][C@H:7]([CH2:26][C:27](=[O:37])[NH:28][O:29]CC2C=CC=CC=2)[C:8]([N:10]2[C@H:14]([C:15]([NH:17][C:18]3[CH:23]=[CH:22][CH:21]=[C:20]([CH2:24][CH3:25])[N:19]=3)=[O:16])[CH2:13][CH:12]=[N:11]2)=[O:9])[CH2:5][CH2:4][CH2:3][CH2:2]1. The catalyst is CO.[OH-].[OH-].[Pd+2]. The product is [CH:1]1([CH2:6][C@H:7]([CH2:26][C:27]([NH:28][OH:29])=[O:37])[C:8]([N:10]2[C@H:14]([C:15]([NH:17][C:18]3[CH:23]=[CH:22][CH:21]=[C:20]([CH2:24][CH3:25])[N:19]=3)=[O:16])[CH2:13][CH:12]=[N:11]2)=[O:9])[CH2:2][CH2:3][CH2:4][CH2:5]1. The yield is 0.450. (2) The reactants are [I:1][C:2]1[N:3]=[C:4]([CH3:16])[N:5]([C:8]2[CH:13]=[N:12][N:11]([CH3:14])[C:10](=[O:15])[CH:9]=2)[C:6]=1I.C([Li])CCC. The catalyst is C1COCC1.CCCCCC. The product is [I:1][C:2]1[N:3]=[C:4]([CH3:16])[N:5]([C:8]2[CH:13]=[N:12][N:11]([CH3:14])[C:10](=[O:15])[CH:9]=2)[CH:6]=1. The yield is 0.310. (3) The reactants are [Br:1][C:2]1[C:3](=[O:9])[NH:4][C:5]([Cl:8])=[N:6][CH:7]=1.Br[CH2:11][C:12]1[S:13][CH:14]=[CH:15][C:16]=1[C:17]#[N:18]. No catalyst specified. The product is [Br:1][C:2]1[C:3](=[O:9])[N:4]([CH2:11][C:12]2[S:13][CH:14]=[CH:15][C:16]=2[C:17]#[N:18])[C:5]([Cl:8])=[N:6][CH:7]=1. The yield is 0.580. (4) The reactants are C[O:2][C:3](=[O:39])[C@H:4]([NH:11][C:12]([C:14]12[CH2:21][C:18]([C:22]3[NH:30][C:29]4[C:28](=[O:31])[N:27]([CH2:32][CH2:33][CH3:34])[C:26](=[O:35])[N:25]([CH2:36][CH2:37][CH3:38])[C:24]=4[N:23]=3)([CH2:19][CH2:20]1)[CH2:17][CH2:16][CH2:15]2)=[O:13])[C:5]1[CH:10]=[CH:9][CH:8]=[CH:7][CH:6]=1.[Li+].[OH-]. The catalyst is C1COCC1. The product is [O:35]=[C:26]1[N:25]([CH2:36][CH2:37][CH3:38])[C:24]2[N:23]=[C:22]([C:18]34[CH2:21][C:14]([C:12]([NH:11][C@H:4]([C:5]5[CH:6]=[CH:7][CH:8]=[CH:9][CH:10]=5)[C:3]([OH:39])=[O:2])=[O:13])([CH2:20][CH2:19]3)[CH2:15][CH2:16][CH2:17]4)[NH:30][C:29]=2[C:28](=[O:31])[N:27]1[CH2:32][CH2:33][CH3:34]. The yield is 0.480. (5) The reactants are [Br:1][C:2]1[CH:7]=[CH:6][C:5]([C:8]([C:10]2[CH:15]=[CH:14][C:13]([OH:16])=[CH:12][CH:11]=2)=O)=[CH:4][CH:3]=1.[C:17]1(=O)[CH2:22][CH2:21][CH2:20][CH2:19][CH2:18]1. The catalyst is O1CCCC1.[Zn].Cl[Ti](Cl)(Cl)Cl. The product is [Br:1][C:2]1[CH:7]=[CH:6][C:5]([C:8](=[C:17]2[CH2:22][CH2:21][CH2:20][CH2:19][CH2:18]2)[C:10]2[CH:15]=[CH:14][C:13]([OH:16])=[CH:12][CH:11]=2)=[CH:4][CH:3]=1. The yield is 0.950.